This data is from Forward reaction prediction with 1.9M reactions from USPTO patents (1976-2016). The task is: Predict the product of the given reaction. (1) Given the reactants [CH3:1][O:2][C:3]1[N:8]=[C:7]([N+:9]([O-:11])=[O:10])[C:6]([NH:12]C(=O)C)=[CH:5][C:4]=1[CH3:16].[OH-].[Na+].O, predict the reaction product. The product is: [CH3:1][O:2][C:3]1[N:8]=[C:7]([N+:9]([O-:11])=[O:10])[C:6]([NH2:12])=[CH:5][C:4]=1[CH3:16]. (2) Given the reactants [CH3:1][O:2][C:3]1[CH:8]=[CH:7][C:6]([O:9][CH3:10])=[CH:5][C:4]=1[O:11][CH3:12].[Br:13][CH2:14][CH2:15][CH2:16][CH2:17][CH2:18][C:19](Cl)=[O:20].[Al+3].[Cl-].[Cl-].[Cl-].Cl, predict the reaction product. The product is: [Br:13][CH2:14][CH2:15][CH2:16][CH2:17][CH2:18][C:19]([C:7]1[CH:8]=[C:3]([O:2][CH3:1])[C:4]([O:11][CH3:12])=[CH:5][C:6]=1[O:9][CH3:10])=[O:20]. (3) The product is: [Br:1][C:2]1[CH:3]=[C:4]2[C:8](=[CH:9][CH:10]=1)[N:7]([S:11]([C:14]1[CH:15]=[C:16]3[C:20](=[CH:21][CH:22]=1)[NH:19][C:18](=[O:23])[C:17]3=[CH:41][C:36]1[NH:37][C:38]3[C:34]([CH:35]=1)=[CH:33][C:32]([O:31][CH2:30][CH2:29][N:24]1[CH2:28][CH2:27][CH2:26][CH2:25]1)=[CH:40][CH:39]=3)(=[O:12])=[O:13])[CH2:6][CH2:5]2. Given the reactants [Br:1][C:2]1[CH:3]=[C:4]2[C:8](=[CH:9][CH:10]=1)[N:7]([S:11]([C:14]1[CH:15]=[C:16]3[C:20](=[CH:21][CH:22]=1)[NH:19][C:18](=[O:23])[CH2:17]3)(=[O:13])=[O:12])[CH2:6][CH2:5]2.[N:24]1([CH2:29][CH2:30][O:31][C:32]2[CH:33]=[C:34]3[C:38](=[CH:39][CH:40]=2)[NH:37][C:36]([CH:41]=O)=[CH:35]3)[CH2:28][CH2:27][CH2:26][CH2:25]1, predict the reaction product.